From a dataset of Forward reaction prediction with 1.9M reactions from USPTO patents (1976-2016). Predict the product of the given reaction. (1) The product is: [CH2:23]([O:22][C:9]1[CH:10]=[C:11](/[CH:14]=[C:15](\[O:20][CH3:21])/[C:16]([O:18][CH3:19])=[O:17])[CH:12]=[CH:13][C:8]=1[C:4]1[CH:5]=[CH:6][CH:7]=[C:2]([NH:1][C:35]([NH:34][CH2:27][CH2:28][CH2:29][CH2:30][CH2:31][CH2:32][CH3:33])=[O:36])[CH:3]=1)[CH2:24][CH2:25][CH3:26]. Given the reactants [NH2:1][C:2]1[CH:3]=[C:4]([C:8]2[CH:13]=[CH:12][C:11](/[CH:14]=[C:15](\[O:20][CH3:21])/[C:16]([O:18][CH3:19])=[O:17])=[CH:10][C:9]=2[O:22][CH2:23][CH2:24][CH2:25][CH3:26])[CH:5]=[CH:6][CH:7]=1.[CH2:27]([N:34]=[C:35]=[O:36])[CH2:28][CH2:29][CH2:30][CH2:31][CH2:32][CH3:33], predict the reaction product. (2) Given the reactants C1(C(O)=O)C2C(=CC=CC=2)CC[NH:2]1.O=O.[NH4+].[C@@H:17]1([C:27]([O-:29])=[O:28])[C:26]2[C:21](=[CH:22][CH:23]=[CH:24][CH:25]=2)[CH2:20][CH2:19][NH:18]1, predict the reaction product. The product is: [NH4+:2].[C@H:17]1([C:27]([O-:29])=[O:28])[C:26]2[C:21](=[CH:22][CH:23]=[CH:24][CH:25]=2)[CH2:20][CH2:19][NH:18]1. (3) Given the reactants Cl[C:2]1[CH:3]=[C:4]2[CH:10]=[CH:9][S:8][C:5]2=[CH:6][N:7]=1.C(=[NH:24])(C1C=CC=CC=1)C1C=CC=CC=1.CC(C)([O-])C.[Na+].CC1(C)C2C(=C(P(C3C=CC=CC=3)C3C=CC=CC=3)C=CC=2)OC2C(P(C3C=CC=CC=3)C3C=CC=CC=3)=CC=CC1=2.Cl, predict the reaction product. The product is: [S:8]1[C:5]2=[CH:6][N:7]=[C:2]([NH2:24])[CH:3]=[C:4]2[CH:10]=[CH:9]1. (4) Given the reactants C1CCC(N=C=NC2CCCCC2)CC1.C(Cl)Cl.[CH3:19][O:20][C:21]1[CH:26]=[C:25]([O:27][CH3:28])[N:24]=[C:23]([N:29]2[C:38](=[O:39])[C:37]3[C:32](=[CH:33][C:34]([C:40]([OH:42])=O)=[CH:35][CH:36]=3)[NH:31][C:30]2=[S:43])[N:22]=1.[N:44]1([CH2:50][CH2:51][CH2:52][NH2:53])[CH2:49][CH2:48][O:47][CH2:46][CH2:45]1, predict the reaction product. The product is: [CH3:28][O:27][C:25]1[CH:26]=[C:21]([O:20][CH3:19])[N:22]=[C:23]([N:29]2[C:38](=[O:39])[C:37]3[C:32](=[CH:33][C:34]([C:40]([NH:53][CH2:52][CH2:51][CH2:50][N:44]4[CH2:49][CH2:48][O:47][CH2:46][CH2:45]4)=[O:42])=[CH:35][CH:36]=3)[NH:31][C:30]2=[S:43])[N:24]=1. (5) Given the reactants C(OC([N:8]1[CH2:13][CH2:12][N:11]([C:14]2[CH:19]=[CH:18][C:17]([NH:20][C:21](=[O:27])[CH:22]([CH2:25][CH3:26])[CH2:23][CH3:24])=[CH:16][C:15]=2[F:28])[CH2:10][CH2:9]1)=O)(C)(C)C.CCO.[ClH:32], predict the reaction product. The product is: [CH2:25]([CH:22]([CH2:23][CH3:24])[C:21]([NH:20][C:17]1[CH:18]=[CH:19][C:14]([N:11]2[CH2:10][CH2:9][NH:8][CH2:13][CH2:12]2)=[C:15]([F:28])[CH:16]=1)=[O:27])[CH3:26].[ClH:32]. (6) Given the reactants [O:1]1[CH2:6][CH2:5][CH:4]([CH2:7][C:8]([OH:10])=O)[CH2:3][CH2:2]1.Cl.[CH3:12][NH2:13].[OH-].[Na+].CCOC(C)=O, predict the reaction product. The product is: [CH3:12][NH:13][C:8](=[O:10])[CH2:7][CH:4]1[CH2:5][CH2:6][O:1][CH2:2][CH2:3]1. (7) Given the reactants [C:1]1([NH:7][NH2:8])[CH:6]=[CH:5][CH:4]=[CH:3][CH:2]=1.[C:9]([C:17]1[C:25]2[C:20](=[CH:21][CH:22]=[CH:23][CH:24]=2)[N:19](C)[C:18]=1[C:27](OCC)=[O:28])(=O)[C:10]1[CH:15]=[CH:14][CH:13]=[CH:12][CH:11]=1, predict the reaction product. The product is: [C:10]1([C:9]2[C:17]3[C:25]4[CH:24]=[CH:23][CH:22]=[CH:21][C:20]=4[NH:19][C:18]=3[C:27](=[O:28])[N:7]([C:1]3[CH:6]=[CH:5][CH:4]=[CH:3][CH:2]=3)[N:8]=2)[CH:15]=[CH:14][CH:13]=[CH:12][CH:11]=1. (8) Given the reactants [CH:1]1([CH2:4][O:5][CH:6]2[CH2:11][CH2:10][NH:9][CH2:8][CH2:7]2)[CH2:3][CH2:2]1.Cl[CH2:13][CH2:14][CH2:15][N:16]1[C:21]2[C:22]([F:27])=[C:23]([F:26])[CH:24]=[CH:25][C:20]=2[O:19][CH2:18][C:17]1=[O:28].C([O-])([O-])=O.[K+].[K+], predict the reaction product. The product is: [CH:1]1([CH2:4][O:5][CH:6]2[CH2:11][CH2:10][N:9]([CH2:13][CH2:14][CH2:15][N:16]3[C:21]4[C:22]([F:27])=[C:23]([F:26])[CH:24]=[CH:25][C:20]=4[O:19][CH2:18][C:17]3=[O:28])[CH2:8][CH2:7]2)[CH2:2][CH2:3]1. (9) The product is: [OH:9][C:7]1[CH:8]=[C:3]([O:2][CH3:1])[CH:4]=[C:5]2[C:6]=1[CH:17]=[C:12](/[CH:13]=[CH:14]/[C:15](=[O:18])[CH3:16])[CH:11]=[CH:10]2. Given the reactants [CH3:1][O:2][C:3]1[CH:8]=[C:7]([OH:9])[CH:6]=[C:5](/[CH:10]=[CH:11]/[C:12]2[CH:17]=[CH:16][C:15]([OH:18])=[CH:14][CH:13]=2)[CH:4]=1, predict the reaction product.